Dataset: Reaction yield outcomes from USPTO patents with 853,638 reactions. Task: Predict the reaction yield, written as a fraction of the theoretical maximum amount of product (1.0 means a 100% yield; for example, 0.34 means a 34% yield). (1) The reactants are C(O)(C(F)(F)F)=O.C(OC(N1CCC[C@H]1C1NC2C=C(C3C=C4C(=CC=3)C=C(C3C=CC(C5NC([C@@H]6CCCN6C(OCC6C=CC=CC=6)=O)=NC=5)=CC=3)C=C4)C=CC=2N=1)=O)(C)(C)C.C(OC([N:72]1[CH2:76][CH2:75][CH2:74][C@H:73]1[C:77]1[NH:81][C:80]2[CH:82]=[C:83]([C:86]3[CH:95]=[C:94]4[C:89]([CH:90]=[CH:91][C:92]([C:96]5[CH:101]=[CH:100][C:99]([C:102]6[NH:106][C:105]([C@@H:107]7[CH2:111][CH2:110][CH2:109][N:108]7[C:112]([O:114][CH2:115][C:116]7[CH:121]=[CH:120][CH:119]=[CH:118][CH:117]=7)=[O:113])=[N:104][CH:103]=6)=[CH:98][CH:97]=5)=[CH:93]4)=[CH:88][CH:87]=3)[CH:84]=[CH:85][C:79]=2[N:78]=1)=O)(C)(C)C.N1CCC[C@H]1C1NC2C=C(C3C=C4C(=CC=3)C=C(C3C=CC(C5NC([C@@H]6CCCN6C(OCC6C=CC=CC=6)=O)=NC=5)=CC=3)C=C4)C=CC=2N=1. The catalyst is C(Cl)Cl. The product is [NH:72]1[CH2:76][CH2:75][CH2:74][C@H:73]1[C:77]1[NH:81][C:80]2[CH:82]=[C:83]([C:86]3[CH:95]=[C:94]4[C:89]([CH:90]=[CH:91][C:92]([C:96]5[CH:97]=[CH:98][C:99]([C:102]6[NH:106][C:105]([C@@H:107]7[CH2:111][CH2:110][CH2:109][N:108]7[C:112]([O:114][CH2:115][C:116]7[CH:117]=[CH:118][CH:119]=[CH:120][CH:121]=7)=[O:113])=[N:104][CH:103]=6)=[CH:100][CH:101]=5)=[CH:93]4)=[CH:88][CH:87]=3)[CH:84]=[CH:85][C:79]=2[N:78]=1. The yield is 0.210. (2) The reactants are [NH:1]1[CH2:6][CH2:5][CH:4]([C:7]([O:9][CH2:10][C:11]2[CH:16]=[CH:15][CH:14]=[CH:13][CH:12]=2)=[O:8])[CH2:3][CH2:2]1.CCN(C(C)C)C(C)C.Cl[S:27]([CH2:30][C:31]([O:33][CH2:34][CH3:35])=[O:32])(=[O:29])=[O:28]. The catalyst is C(Cl)Cl. The product is [CH2:34]([O:33][C:31](=[O:32])[CH2:30][S:27]([N:1]1[CH2:2][CH2:3][CH:4]([C:7]([O:9][CH2:10][C:11]2[CH:12]=[CH:13][CH:14]=[CH:15][CH:16]=2)=[O:8])[CH2:5][CH2:6]1)(=[O:29])=[O:28])[CH3:35]. The yield is 0.180.